This data is from Catalyst prediction with 721,799 reactions and 888 catalyst types from USPTO. The task is: Predict which catalyst facilitates the given reaction. (1) Reactant: [F:1][C:2]1[CH:7]=[CH:6][CH:5]=[CH:4][C:3]=1[C:8]1[CH:12]=[N:11][N:10]([CH3:13])[C:9]=1[NH2:14].Cl[C:16](Cl)([O:18]C(=O)OC(Cl)(Cl)Cl)Cl.C(N(CC)CC)C.[Cl:34][C:35]1[CH:40]=[CH:39][CH:38]=[CH:37][C:36]=1[CH:41]([OH:43])[CH3:42]. Product: [Cl:34][C:35]1[CH:40]=[CH:39][CH:38]=[CH:37][C:36]=1[CH:41]([O:43][C:16](=[O:18])[NH:14][C:9]1[N:10]([CH3:13])[N:11]=[CH:12][C:8]=1[C:3]1[CH:4]=[CH:5][CH:6]=[CH:7][C:2]=1[F:1])[CH3:42]. The catalyst class is: 426. (2) Product: [CH3:29][C:26]([CH3:28])([CH3:27])[CH2:25][CH2:24][N:14]1[C:13](=[O:30])[C:12]([C:7]2[N:8]=[S:9]([CH3:11])(=[O:10])[C:4]3[CH:3]=[C:2]([NH:1][S:40]([CH3:39])(=[O:42])=[O:41])[CH:32]=[CH:31][C:5]=3[N:6]=2)=[C:17]([OH:18])[C:16]([N:19]2[CH2:20][CH2:21][CH2:22][CH2:23]2)=[N:15]1. Reactant: [NH2:1][C:2]1[CH:32]=[CH:31][C:5]2[N:6]=[C:7]([C:12]3[C:13](=[O:30])[N:14]([CH2:24][CH2:25][C:26]([CH3:29])([CH3:28])[CH3:27])[N:15]=[C:16]([N:19]4[CH2:23][CH2:22][CH2:21][CH2:20]4)[C:17]=3[OH:18])[N:8]=[S:9]([CH3:11])(=[O:10])[C:4]=2[CH:3]=1.N1C=CC=CC=1.[CH3:39][S:40](Cl)(=[O:42])=[O:41]. The catalyst class is: 372. (3) Reactant: [C:1]1([S:7]([NH:10][C:11]2[CH:12]=[C:13]([CH:17]([OH:39])[CH2:18][NH:19][C:20]([CH3:38])([CH3:37])[CH2:21][CH2:22][N:23]3[C:27]4[CH:28]=[CH:29][CH:30]=[C:31]([C:32]([O:34]CC)=[O:33])[C:26]=4[N:25]=[CH:24]3)[CH:14]=[CH:15][CH:16]=2)(=[O:9])=[O:8])[CH:6]=[CH:5][CH:4]=[CH:3][CH:2]=1.[OH-].[Li+].[F:42][C:43]([F:48])([F:47])[C:44]([OH:46])=[O:45]. Product: [F:42][C:43]([F:48])([F:47])[C:44]([OH:46])=[O:45].[C:1]1([S:7]([NH:10][C:11]2[CH:12]=[C:13]([CH:17]([OH:39])[CH2:18][NH:19][C:20]([CH3:37])([CH3:38])[CH2:21][CH2:22][N:23]3[C:27]4[CH:28]=[CH:29][CH:30]=[C:31]([C:32]([OH:34])=[O:33])[C:26]=4[N:25]=[CH:24]3)[CH:14]=[CH:15][CH:16]=2)(=[O:9])=[O:8])[CH:6]=[CH:5][CH:4]=[CH:3][CH:2]=1. The catalyst class is: 8. (4) Reactant: [CH3:1][O:2][C:3]1[CH:4]=[C:5]2[C:10](=[CH:11][C:12]=1[O:13][CH3:14])[C:9](=O)[NH:8][CH:7]=[CH:6]2.[N+:16]([O-])([OH:18])=[O:17].OS(O)(=O)=O. Product: [CH3:1][O:2][C:3]1[CH:4]=[C:5]2[C:10](=[C:11]([N+:16]([O-:18])=[O:17])[C:12]=1[O:13][CH3:14])[CH:9]=[N:8][CH:7]=[CH:6]2. The catalyst class is: 65. (5) Product: [CH3:34][N:35]([CH3:36])[C:30]1[O:29][N:28]=[C:27]([C:24]2[N:23]=[CH:22][C:21]([O:20][C:18]3[CH:17]=[C:7]([CH:6]=[C:5]([O:4][CH:1]([CH3:3])[CH3:2])[CH:19]=3)[C:8]([NH:10][C:11]3[CH:15]=[CH:14][N:13]([CH3:16])[N:12]=3)=[O:9])=[CH:26][CH:25]=2)[N:31]=1. The catalyst class is: 179. Reactant: [CH:1]([O:4][C:5]1[CH:6]=[C:7]([CH:17]=[C:18]([O:20][C:21]2[CH:22]=[N:23][C:24]([C:27]3[N:31]=[C:30](SC)[O:29][N:28]=3)=[CH:25][CH:26]=2)[CH:19]=1)[C:8]([NH:10][C:11]1[CH:15]=[CH:14][N:13]([CH3:16])[N:12]=1)=[O:9])([CH3:3])[CH3:2].[CH3:34][NH2:35].[CH2:36]1COCC1.C(OCC)C.C(OCC)(=O)C. (6) The catalyst class is: 43. Reactant: Cl.Cl.[F:3][C:4]1[CH:9]=[CH:8][C:7]([C:10]2[NH:11][CH:12]=[C:13]([C:21]3[CH2:22][CH2:23][NH:24][CH2:25][CH:26]=3)[C:14]=2[C:15]2[CH:20]=[CH:19][N:18]=[CH:17][CH:16]=2)=[CH:6][CH:5]=1. Product: [F:3][C:4]1[CH:9]=[CH:8][C:7]([C:10]2[NH:11][CH:12]=[C:13]([CH:21]3[CH2:22][CH2:23][NH:24][CH2:25][CH2:26]3)[C:14]=2[C:15]2[CH:20]=[CH:19][N:18]=[CH:17][CH:16]=2)=[CH:6][CH:5]=1.